The task is: Regression. Given two drug SMILES strings and cell line genomic features, predict the synergy score measuring deviation from expected non-interaction effect.. This data is from NCI-60 drug combinations with 297,098 pairs across 59 cell lines. (1) Drug 1: C1=C(C(=O)NC(=O)N1)F. Drug 2: C1C(C(OC1N2C=C(C(=O)NC2=O)F)CO)O. Cell line: OVCAR3. Synergy scores: CSS=64.3, Synergy_ZIP=-5.83, Synergy_Bliss=-7.55, Synergy_Loewe=-4.23, Synergy_HSA=-1.77. (2) Drug 2: CC1C(C(CC(O1)OC2CC(CC3=C2C(=C4C(=C3O)C(=O)C5=CC=CC=C5C4=O)O)(C(=O)C)O)N)O. Synergy scores: CSS=47.1, Synergy_ZIP=-0.781, Synergy_Bliss=-0.639, Synergy_Loewe=0.702, Synergy_HSA=2.28. Cell line: SF-295. Drug 1: C1=CC=C(C(=C1)C(C2=CC=C(C=C2)Cl)C(Cl)Cl)Cl. (3) Drug 1: CNC(=O)C1=CC=CC=C1SC2=CC3=C(C=C2)C(=NN3)C=CC4=CC=CC=N4. Drug 2: CC(C)NC(=O)C1=CC=C(C=C1)CNNC.Cl. Cell line: ACHN. Synergy scores: CSS=1.62, Synergy_ZIP=-2.02, Synergy_Bliss=-3.58, Synergy_Loewe=-6.51, Synergy_HSA=-3.95. (4) Drug 1: C1=CC(=CC=C1C#N)C(C2=CC=C(C=C2)C#N)N3C=NC=N3. Drug 2: CC(C)CN1C=NC2=C1C3=CC=CC=C3N=C2N. Cell line: UACC-257. Synergy scores: CSS=0.934, Synergy_ZIP=0.659, Synergy_Bliss=1.60, Synergy_Loewe=0.259, Synergy_HSA=0.134. (5) Drug 1: C1CN1C2=NC(=NC(=N2)N3CC3)N4CC4. Drug 2: CN(C(=O)NC(C=O)C(C(C(CO)O)O)O)N=O. Cell line: BT-549. Synergy scores: CSS=21.0, Synergy_ZIP=-0.643, Synergy_Bliss=-1.32, Synergy_Loewe=-6.85, Synergy_HSA=-0.118. (6) Drug 1: CCCCC(=O)OCC(=O)C1(CC(C2=C(C1)C(=C3C(=C2O)C(=O)C4=C(C3=O)C=CC=C4OC)O)OC5CC(C(C(O5)C)O)NC(=O)C(F)(F)F)O. Drug 2: CC1C(C(CC(O1)OC2CC(CC3=C2C(=C4C(=C3O)C(=O)C5=CC=CC=C5C4=O)O)(C(=O)C)O)N)O. Cell line: OVCAR-5. Synergy scores: CSS=32.7, Synergy_ZIP=-0.941, Synergy_Bliss=-0.803, Synergy_Loewe=-8.83, Synergy_HSA=-0.462. (7) Drug 1: CC1C(C(CC(O1)OC2CC(CC3=C2C(=C4C(=C3O)C(=O)C5=C(C4=O)C(=CC=C5)OC)O)(C(=O)C)O)N)O.Cl. Drug 2: CN1C2=C(C=C(C=C2)N(CCCl)CCCl)N=C1CCCC(=O)O.Cl. Cell line: OVCAR-8. Synergy scores: CSS=26.5, Synergy_ZIP=-4.45, Synergy_Bliss=1.49, Synergy_Loewe=-20.4, Synergy_HSA=1.17. (8) Drug 1: CC=C1C(=O)NC(C(=O)OC2CC(=O)NC(C(=O)NC(CSSCCC=C2)C(=O)N1)C(C)C)C(C)C. Drug 2: CC1CCC2CC(C(=CC=CC=CC(CC(C(=O)C(C(C(=CC(C(=O)CC(OC(=O)C3CCCCN3C(=O)C(=O)C1(O2)O)C(C)CC4CCC(C(C4)OC)OCCO)C)C)O)OC)C)C)C)OC. Cell line: COLO 205. Synergy scores: CSS=33.4, Synergy_ZIP=-0.621, Synergy_Bliss=0.288, Synergy_Loewe=-20.1, Synergy_HSA=-0.705.